From a dataset of Full USPTO retrosynthesis dataset with 1.9M reactions from patents (1976-2016). Predict the reactants needed to synthesize the given product. (1) Given the product [Na+:2].[Na+:2].[OH:4][C:5]1[CH:10]=[CH:9][CH:8]=[CH:7][C:6]=1[C:11]1[N:15]([CH2:16][CH2:17][CH2:18][CH2:19][C:20]([O-:22])=[O:21])[N:14]=[N:13][CH:12]=1.[OH:4][C:5]1[CH:10]=[CH:9][CH:8]=[CH:7][C:6]=1[C:11]1[N:15]([CH2:16][CH2:17][CH2:18][CH2:19][C:20]([O-:22])=[O:21])[N:14]=[N:13][CH:12]=1, predict the reactants needed to synthesize it. The reactants are: [OH-].[Na+:2].C[O:4][C:5]1[CH:10]=[CH:9][CH:8]=[CH:7][C:6]=1[C:11]1[N:15]([CH2:16][CH2:17][CH2:18][CH2:19][C:20]([OH:22])=[O:21])[N:14]=[N:13][CH:12]=1. (2) Given the product [CH3:35][C@:10]1([CH2:9][OH:8])[S:16][CH2:15][CH2:14][N:13]2[C:17]([C:20]3([C:23]4[CH:28]=[CH:27][C:26]([C:29]5[CH:30]=[N:31][CH:32]=[CH:33][CH:34]=5)=[CH:25][CH:24]=4)[CH2:22][CH2:21]3)=[N:18][N:19]=[C:12]2[CH2:11]1, predict the reactants needed to synthesize it. The reactants are: [Si]([O:8][CH2:9][C@@:10]1([CH3:35])[S:16][CH2:15][CH2:14][N:13]2[C:17]([C:20]3([C:23]4[CH:28]=[CH:27][C:26]([C:29]5[CH:30]=[N:31][CH:32]=[CH:33][CH:34]=5)=[CH:25][CH:24]=4)[CH2:22][CH2:21]3)=[N:18][N:19]=[C:12]2[CH2:11]1)(C(C)(C)C)(C)C.Cl. (3) Given the product [N+:1]([C:4]1[CH:5]=[C:6]([C:7]2[S:9][CH:14]=[CH:15][N:8]=2)[CH:10]=[CH:11][CH:12]=1)([O-:3])=[O:2], predict the reactants needed to synthesize it. The reactants are: [N+:1]([C:4]1[CH:5]=[C:6]([CH:10]=[CH:11][CH:12]=1)[C:7](=[S:9])[NH2:8])([O-:3])=[O:2].Cl[CH2:14][CH:15]=O.C(O)(=O)C.[OH-].[Na+]. (4) Given the product [NH2:13][C@@H:10]1[CH2:11][CH2:12][N:8]([C:6]2[CH:5]=[C:4]([CH:21]3[CH2:22][CH2:23][CH2:24][CH2:25][CH2:26]3)[N:3]=[C:2]([NH2:34])[N:7]=2)[CH2:9]1, predict the reactants needed to synthesize it. The reactants are: Cl[C:2]1[N:7]=[C:6]([N:8]2[CH2:12][CH2:11][C@@H:10]([NH:13]C(=O)OC(C)(C)C)[CH2:9]2)[CH:5]=[C:4]([CH:21]2[CH2:26][CH2:25][CH2:24][CH2:23][CH2:22]2)[N:3]=1.COC1C=CC(C[NH2:34])=CC=1.C(N(CC)CC)C. (5) Given the product [C:1]([C:5]1[CH:9]=[C:8]([NH:10][C:11]([NH:13][C:14]2[C:23]3[C:18](=[CH:19][CH:20]=[CH:21][CH:22]=3)[CH:17]=[CH:16][CH:15]=2)=[O:12])[N:7]([C:24]2[CH:29]=[CH:28][CH:27]=[C:26]([CH2:30][NH:31][C:37]([N:39]3[CH2:40][CH2:41][CH2:46][CH2:45][CH2:43]3)=[O:38])[CH:25]=2)[N:6]=1)([CH3:4])([CH3:2])[CH3:3], predict the reactants needed to synthesize it. The reactants are: [C:1]([C:5]1[CH:9]=[C:8]([NH:10][C:11]([NH:13][C:14]2[C:23]3[C:18](=[CH:19][CH:20]=[CH:21][CH:22]=3)[CH:17]=[CH:16][CH:15]=2)=[O:12])[N:7]([C:24]2[CH:29]=[CH:28][CH:27]=[C:26]([CH2:30][NH2:31])[CH:25]=2)[N:6]=1)([CH3:4])([CH3:3])[CH3:2].C1N=CN([C:37]([N:39]2[CH:43]=N[CH:41]=[CH:40]2)=[O:38])C=1.N1CCC[CH2:46][CH2:45]1. (6) Given the product [C:1]([OH:14])(=[O:13])[CH2:2][CH2:3][CH2:4][CH2:5][CH2:6][CH2:7][CH2:8][CH2:9][CH2:10][CH2:11][CH3:12].[OH:20][CH2:15][CH:16]([CH2:17][OH:18])[OH:19].[OH:26][CH2:21][CH:22]([CH2:23][OH:24])[OH:25].[OH:32][CH2:27][CH:28]([CH2:29][OH:30])[OH:31].[OH:38][CH2:33][CH:34]([CH2:35][OH:36])[OH:37], predict the reactants needed to synthesize it. The reactants are: [C:1]([OH:14])(=[O:13])[CH2:2][CH2:3][CH2:4][CH2:5][CH2:6][CH2:7][CH2:8][CH2:9][CH2:10][CH2:11][CH3:12].[CH2:15]([OH:20])[CH:16]([OH:19])[CH2:17][OH:18].[CH2:21]([OH:26])[CH:22]([OH:25])[CH2:23][OH:24].[CH2:27]([OH:32])[CH:28]([OH:31])[CH2:29][OH:30].[CH2:33]([OH:38])[CH:34]([OH:37])[CH2:35][OH:36]. (7) Given the product [CH3:11][NH:12][C:13]1[N:23]=[C:22]2[C:15](=[C:16]([CH2:24][C:25]3[CH:26]=[C:27]([Br:34])[C:28]([O:32][CH3:33])=[C:29]([Br:31])[CH:30]=3)[C:17]([N:19]([CH3:36])[CH:20]=[CH:21]2)=[O:18])[N:14]=1, predict the reactants needed to synthesize it. The reactants are: C[Si]([N-][Si](C)(C)C)(C)C.[Na+].[CH3:11][NH:12][C:13]1[NH:23][C:22]2[C:15](=[C:16]([CH2:24][C:25]3[CH:30]=[C:29]([Br:31])[C:28]([O:32][CH3:33])=[C:27]([Br:34])[CH:26]=3)[C:17]([N:19]=[CH:20][CH:21]=2)=[O:18])[N:14]=1.I[CH3:36].